This data is from Peptide-MHC class II binding affinity with 134,281 pairs from IEDB. The task is: Regression. Given a peptide amino acid sequence and an MHC pseudo amino acid sequence, predict their binding affinity value. This is MHC class II binding data. (1) The peptide sequence is FIRINNLKVKMAQED. The MHC is DRB1_0901 with pseudo-sequence DRB1_0901. The binding affinity (normalized) is 0.377. (2) The peptide sequence is FESYKMDSRIARALR. The MHC is DRB1_0401 with pseudo-sequence DRB1_0401. The binding affinity (normalized) is 0.755. (3) The peptide sequence is VLQAGFFLITRILTIPQSLD. The MHC is HLA-DPA10103-DPB10401 with pseudo-sequence HLA-DPA10103-DPB10401. The binding affinity (normalized) is 0.149.